This data is from Reaction yield outcomes from USPTO patents with 853,638 reactions. The task is: Predict the reaction yield, written as a fraction of the theoretical maximum amount of product (1.0 means a 100% yield; for example, 0.34 means a 34% yield). (1) The reactants are [Cl:1][C:2]1[CH:10]=[CH:9][C:5]([CH2:6][C:7]#[N:8])=[CH:4][CH:3]=1.[CH3:11][C:12]([CH3:17])([CH3:16])[CH2:13][CH:14]=O.C[O-].[Na+]. The catalyst is CO. The product is [Cl:1][C:2]1[CH:10]=[CH:9][C:5](/[C:6](=[CH:14]/[CH2:13][C:12]([CH3:17])([CH3:16])[CH3:11])/[C:7]#[N:8])=[CH:4][CH:3]=1. The yield is 0.710. (2) The reactants are [N:1]1[C:10]2[C:5](=[CH:6][CH:7]=[CH:8][CH:9]=2)[CH:4]=[C:3]([C:11]([OH:13])=O)[CH:2]=1.C(Cl)(=O)C(Cl)=O.C(N(CC)CC)C.[NH2:27][C:28]1[C:29]([F:42])=[C:30]([NH:35][S:36]([CH2:39][CH2:40][CH3:41])(=[O:38])=[O:37])[CH:31]=[CH:32][C:33]=1[F:34]. The catalyst is CN(C)C=O.O.O1CCCC1. The product is [F:42][C:29]1[C:30]([NH:35][S:36]([CH2:39][CH2:40][CH3:41])(=[O:38])=[O:37])=[CH:31][CH:32]=[C:33]([F:34])[C:28]=1[NH:27][C:11]([C:3]1[CH:2]=[N:1][C:10]2[C:5]([CH:4]=1)=[CH:6][CH:7]=[CH:8][CH:9]=2)=[O:13]. The yield is 0.360. (3) The reactants are [OH:1][C:2]1[CH:3]=[C:4]([CH:7]=[CH:8][CH:9]=1)[CH:5]=[O:6].C(O[Cl:15])(C)(C)C. The catalyst is CC(O)=O. The product is [Cl:15][C:3]1[C:2]([OH:1])=[CH:9][CH:8]=[CH:7][C:4]=1[CH:5]=[O:6]. The yield is 0.550. (4) The product is [O:27]=[C:23]1[CH2:22][C:21]2[C:25](=[CH:26][C:18]([C:16]([C:15]3[CH:14]=[CH:13][C:12]([NH:11][C:7]([C:6]4[N:2]([CH3:1])[N:3]=[C:4]([CH3:10])[CH:5]=4)=[O:8])=[CH:29][CH:28]=3)=[O:17])=[CH:19][CH:20]=2)[NH:24]1. The catalyst is C1COCC1. The yield is 0.910. The reactants are [CH3:1][N:2]1[C:6]([C:7](Cl)=[O:8])=[CH:5][C:4]([CH3:10])=[N:3]1.[NH2:11][C:12]1[CH:29]=[CH:28][C:15]([C:16]([C:18]2[CH:26]=[C:25]3[C:21]([CH2:22][C:23](=[O:27])[NH:24]3)=[CH:20][CH:19]=2)=[O:17])=[CH:14][CH:13]=1.